From a dataset of Catalyst prediction with 721,799 reactions and 888 catalyst types from USPTO. Predict which catalyst facilitates the given reaction. (1) Reactant: [F:1][C:2]1[CH:3]=[CH:4][C:5]([O:23][C:24]2[CH:29]=[CH:28][CH:27]=[CH:26][CH:25]=2)=[C:6]([CH:22]=1)[CH2:7][O:8][C:9]12[CH2:15][C:12]([CH2:16][CH2:17][CH2:18][C:19](O)=[O:20])([CH2:13][CH2:14]1)[CH2:11][CH2:10]2.[CH3:30][S:31]([NH2:34])(=[O:33])=[O:32].C(Cl)CCl. Product: [F:1][C:2]1[CH:3]=[CH:4][C:5]([O:23][C:24]2[CH:29]=[CH:28][CH:27]=[CH:26][CH:25]=2)=[C:6]([CH:22]=1)[CH2:7][O:8][C:9]12[CH2:15][C:12]([CH2:16][CH2:17][CH2:18][C:19]([NH:34][S:31]([CH3:30])(=[O:33])=[O:32])=[O:20])([CH2:13][CH2:14]1)[CH2:11][CH2:10]2. The catalyst class is: 79. (2) Reactant: FC(F)(F)C(O)=O.[CH2:8]([NH:12][C:13]1[N:21]=[C:20]2[C:16]([N:17]=[C:18]([O:22][CH3:23])[NH:19]2)=[C:15]([NH2:24])[N:14]=1)[CH2:9][CH2:10][CH3:11].C(=O)([O-])[O-].[K+].[K+].Br[CH2:32][CH:33]1[CH2:38][CH2:37][CH2:36][N:35]([CH2:39][CH3:40])[CH2:34]1.O. Product: [CH2:8]([NH:12][C:13]1[N:21]=[C:20]2[C:16]([N:17]=[C:18]([O:22][CH3:23])[N:19]2[CH2:32][CH:33]2[CH2:38][CH2:37][CH2:36][N:35]([CH2:39][CH3:40])[CH2:34]2)=[C:15]([NH2:24])[N:14]=1)[CH2:9][CH2:10][CH3:11]. The catalyst class is: 9. (3) Reactant: [Br:1][C:2]1[CH:3]=[C:4]([C@:7]2([CH3:23])[CH2:12][C:11](=[O:13])[N:10]([CH3:14])[C:9](=[N:15][C:16](=[O:22])[O:17][C:18]([CH3:21])([CH3:20])[CH3:19])[NH:8]2)[S:5][CH:6]=1.[Li+].[CH3:25][Si]([N-][Si](C)(C)C)(C)C. Product: [Br:1][C:2]1[CH:3]=[C:4]([C@:7]2([CH3:23])[C:12](=[CH2:25])[C:11](=[O:13])[N:10]([CH3:14])[C:9](=[N:15][C:16](=[O:22])[O:17][C:18]([CH3:19])([CH3:21])[CH3:20])[NH:8]2)[S:5][CH:6]=1. The catalyst class is: 278. (4) Reactant: [Cl:1][C:2]1[CH:7]=[CH:6][N:5]=[C:4]2[N:8]([CH2:14][CH:15]3[CH2:19][CH2:18][O:17][CH2:16]3)[CH:9]=[C:10]([C:11]([OH:13])=O)[C:3]=12.[NH2:20][CH2:21][C@@:22]1([OH:29])[CH2:27][CH2:26][CH2:25][C@@H:24]([CH3:28])[CH2:23]1.N1(O)C2C=CC=CC=2N=N1.Cl.CN(C)CCCN=C=NCC. Product: [OH:29][C@:22]1([CH2:21][NH:20][C:11]([C:10]2[C:3]3[C:4](=[N:5][CH:6]=[CH:7][C:2]=3[Cl:1])[N:8]([CH2:14][CH:15]3[CH2:19][CH2:18][O:17][CH2:16]3)[CH:9]=2)=[O:13])[CH2:27][CH2:26][CH2:25][C@@H:24]([CH3:28])[CH2:23]1. The catalyst class is: 1. (5) Reactant: Cl.[NH2:2][C@H:3]([C:5]1[C:6](=[O:16])[NH:7][C:8]2[C:13]([CH:14]=1)=[CH:12][C:11]([Cl:15])=[CH:10][CH:9]=2)[CH3:4].[CH:17]([O:20][C:21](=[O:30])[NH:22][C:23]1[CH:28]=[CH:27][N:26]=[C:25](Cl)[N:24]=1)([CH3:19])[CH3:18].CCN(C(C)C)C(C)C.O. Product: [CH:17]([O:20][C:21](=[O:30])[NH:22][C:23]1[CH:28]=[CH:27][N:26]=[C:25]([NH:2][C@H:3]([C:5]2[C:6](=[O:16])[NH:7][C:8]3[C:13]([CH:14]=2)=[CH:12][C:11]([Cl:15])=[CH:10][CH:9]=3)[CH3:4])[N:24]=1)([CH3:19])[CH3:18]. The catalyst class is: 16. (6) Reactant: [CH3:1][C:2]1[CH:3]=[C:4]([C:8]([N:10]=[C:11]=[S:12])=[O:9])[CH:5]=[CH:6][CH:7]=1.[CH3:13][O:14][C:15]1[CH:16]=[C:17]2[C:22](=[CH:23][C:24]=1[O:25][CH3:26])[N:21]=[CH:20][CH:19]=[C:18]2[O:27][C:28]1[CH:34]=[CH:33][C:31]([NH2:32])=[C:30]([CH3:35])[C:29]=1[CH3:36].C1(C)C=CC=CC=1. Product: [CH3:13][O:14][C:15]1[CH:16]=[C:17]2[C:22](=[CH:23][C:24]=1[O:25][CH3:26])[N:21]=[CH:20][CH:19]=[C:18]2[O:27][C:28]1[CH:34]=[CH:33][C:31]([NH:32][C:11]([NH:10][C:8](=[O:9])[C:4]2[CH:5]=[CH:6][CH:7]=[C:2]([CH3:1])[CH:3]=2)=[S:12])=[C:30]([CH3:35])[C:29]=1[CH3:36]. The catalyst class is: 8.